Dataset: Experimentally validated miRNA-target interactions with 360,000+ pairs, plus equal number of negative samples. Task: Binary Classification. Given a miRNA mature sequence and a target amino acid sequence, predict their likelihood of interaction. (1) The miRNA is mmu-miR-124-3p with sequence UAAGGCACGCGGUGAAUGCC. The protein sequence of the target gene is MADDDPYGTGQMFHLNTALTHSIFNAELYSPEIPLSTDGPYLQILEQPKQRGFRFRYVCEGPSHGGLPGASSEKNKKSYPQVKICNYVGPAKVIVQLVTNGKNIHLHAHSLVGKHCEDGVCTVTAGPKDMVVGFANLGILHVTKKKVFETLEARMTEACIRGYNPGLLVHSDLAYLQAEGGGDRQLTDREKEIIRQAAVQQTKEMDLSVVRLMFTAFLPDSTGSFTRRLEPVVSDAIYDSKAPNASNLKIVRMDRTAGCVTGGEEIYLLCDKVQKDDIQIRFYEEEENGGVWEGFGDFSP.... Result: 1 (interaction). (2) The miRNA is hsa-miR-1292-3p with sequence UCGCGCCCCGGCUCCCGUUC. The protein sequence of the target gene is MPSCTASTMPGMICKNPDLEFDSLQPCFYPDEDDFYFGGPDSTPPGEDIWKKFELLPTPPLSPSRAFPEHSPEPSNWATEMLLPEADLWGNPAEEDAFGLGGLGGLTPNPVILQDCMWSGFSAREKLERAVNEKLQHGHGPPGVSSACSAPGVGASSPGGRALGGSSSASHTGATLPTDLSHPAAECVDPAVVFPFPVNKRESASVPAAPTSAPATSAAVTSVSVPATAPVAAPARAGGRPASSGEAKALSTSGEDTLSDSDDEDDEEEDEEEEIDVVTVEKRRSSSNNKAVTTFTITVR.... Result: 0 (no interaction). (3) The miRNA is hsa-miR-3917 with sequence GCUCGGACUGAGCAGGUGGG. The protein sequence of the target gene is MWAFSELPMPLLINLIVSLLGFVATVTLIPAFRGHFIAARLCGQDLNKTSRQQIPESQGVISGAVFLIILFCFIPFPFLNCFVKEQCKAFPHHEFVALIGALLAICCMIFLGFADDVLNLRWRHKLLLPTAASLPLLMVYFTNFGNTTIVVPKPFRPILGLHLDLGILYYVYMGLLAVFCTNAINILAGINGLEAGQSLVISASIIVFNLVELEGDCRDDHVFSLYFMIPFFFTTLGLLYHNWYPSRVFVGDTFCYFAGMTFAVVGILGHFSKTMLLFFMPQVFNFLYSLPQLLHIIPCP.... Result: 0 (no interaction). (4) The miRNA is cel-miR-798 with sequence UAAGCCUUACAUAUUGACUGA. The protein sequence of the target gene is MLPPGTATLLTLLLAAGSLGQKPQRPRRPASPISTIQPKANFDAQQFAGTWLLVAVGSACRFLQEQGHRAEATTLHVAPQGTAMAVSTFRKLDGICWQVRQLYGDTGVLGRFLLQARDARGAVHVVVAETDYQSFAVLYLERAGQLSVKLYARSLPVSDSVLSGFEQRVQEAHLTEDQIFYFPKYGFCEAADQFHVLDEVRR. Result: 0 (no interaction). (5) The miRNA is cel-miR-245-3p with sequence AUUGGUCCCCUCCAAGUAGCUC. The protein sequence of the target gene is MTVFLSFAFFAAILTHIGCSNQRRNPENGGRRYNRIQHGQCAYTFILPEHDGNCRESATEQYNTNALQRDAPHVEPDFSSQKLQHLEHVMENYTQWLQKLENYIVENMKSEMAQIQQNAVQNHTATMLEIGTSLLSQTAEQTRKLTDVETQVLNQTSRLEIQLLENSLSTYKLEKQLLQQTNEILKIHEKNSLLEHKILEMEGKHKEELDTLKEEKENLQGLVSRQTFIIQELEKQLSRATNNNSILQKQQLELMDTVHNLISLCTKEGVLLKGGKREEEKPFRDCADVYQAGFNKSGIY.... Result: 0 (no interaction). (6) The miRNA is hsa-miR-301b-5p with sequence GCUCUGACGAGGUUGCACUACU. Result: 0 (no interaction). The protein sequence of the target gene is MELERIVSAALLAFVQTHLPEADLSGLDEVIFSYVLGVLEDLGPSGPSEENFDMEAFTEMMEAYVPGFAHIPRGTIGDMMQKLSGQLSDARNKENLQPQSSGVQGQVPISPEPLQRPEMLKEETRSSAAAAADTQDEATGAEEELLPGVDVLLEVFPTCSVEQAQWVLAKARGDLEEAVQMLVEGKEEGPAAWEGPNQDLPRRLRGPQKDELKSFILQKYMMVDSAEDQKIHRPMAPKEAPKKLIRYIDNQVVSTKGERFKDVRNPEAEEMKATYINLKPARKYRFH. (7) The miRNA is mmu-miR-669b-5p with sequence AGUUUUGUGUGCAUGUGCAUGU. The protein sequence of the target gene is MADEELEALRRQRLAELQAKHGDPGDAAQQEAKHREAEMRNSILAQVLDQSARARLSNLALVKPEKTKAVENYLIQMARYGQLSEKVSEQGLIEILKKVSQQTEKTTTVKFNRRKVMDSDEDDDY. Result: 0 (no interaction). (8) The miRNA is dme-miR-8-3p with sequence UAAUACUGUCAGGUAAAGAUGUC. The protein sequence of the target gene is MEGDAVEAIVEESETFIKGKERKTYQRRREGGQEEDACHLPQNQTDGGEVVQDVNSSVQMVMMEQLDPTLLQMKTEVMEGTVAPEAEAAVDDTQIITLQVVNMEEQPINIGELQLVQVPVPVTVPVATTSVEELQGAYENEVSKEGLAESEPMICHTLPLPEGFQVVKVGANGEVETLEQGELPPQEDPSWQKDPDYQPPAKKTKKTKKSKLRYTEEGKDVDVSVYDFEEEQQEGLLSEVNAEKVVGNMKPPKPTKIKKKGVKKTFQCELCSYTCPRRSNLDRHMKSHTDERPHKCHLCG.... Result: 0 (no interaction).